This data is from Reaction yield outcomes from USPTO patents with 853,638 reactions. The task is: Predict the reaction yield, written as a fraction of the theoretical maximum amount of product (1.0 means a 100% yield; for example, 0.34 means a 34% yield). (1) The reactants are C[N:2](C)/[C:3](=[N:5]/[C:6]([C:8]1[C:9]([CH3:29])=[N:10][N:11]2[C:16](=[O:17])[CH:15]=[C:14]([C:18]3[CH:19]=[C:20]4[C:24](=[CH:25][CH:26]=3)[N:23]([CH2:27][CH3:28])[N:22]=[CH:21]4)[NH:13][C:12]=12)=[O:7])/[CH3:4].NO.Cl.[OH-].[Na+]. The catalyst is O1CCOCC1.CC(O)=O. The product is [CH2:27]([N:23]1[C:24]2[C:20](=[CH:19][C:18]([C:14]3[NH:13][C:12]4[N:11]([N:10]=[C:9]([CH3:29])[C:8]=4[C:6]4[O:7][N:2]=[C:3]([CH3:4])[N:5]=4)[C:16](=[O:17])[CH:15]=3)=[CH:26][CH:25]=2)[CH:21]=[N:22]1)[CH3:28]. The yield is 0.280. (2) The reactants are [Cl:1][C:2]1[CH:7]=[CH:6][C:5]([CH2:8][C:9]#[N:10])=[CH:4][C:3]=1[OH:11].C([O-])([O-])=O.[K+].[K+].[CH:18]1[CH:23]=[CH:22][C:21]([CH2:24]Br)=[CH:20][CH:19]=1. The catalyst is CC#N. The product is [CH2:24]([O:11][C:3]1[CH:4]=[C:5]([CH2:8][C:9]#[N:10])[CH:6]=[CH:7][C:2]=1[Cl:1])[C:21]1[CH:22]=[CH:23][CH:18]=[CH:19][CH:20]=1. The yield is 0.600. (3) The reactants are [CH:1]1[C:10]2[C:5](=[CH:6][CH:7]=[CH:8][CH:9]=2)[CH:4]=[CH:3][C:2]=1[C:11]([OH:13])=O.O=S(Cl)[Cl:16]. No catalyst specified. The product is [CH:1]1[C:10]2[C:5](=[CH:6][CH:7]=[CH:8][CH:9]=2)[CH:4]=[CH:3][C:2]=1[C:11]([Cl:16])=[O:13]. The yield is 1.00. (4) The reactants are C[O:2][C:3](=O)[C:4]1[CH:9]=[C:8]([O:10][CH3:11])[C:7]([O:12][CH2:13][CH2:14][Cl:15])=[CH:6][C:5]=1[NH2:16].Cl.[CH:19](N)=[NH:20]. The catalyst is C(O)C. The product is [Cl:15][CH2:14][CH2:13][O:12][C:7]1[CH:6]=[C:5]2[C:4]([C:3]([OH:2])=[N:20][CH:19]=[N:16]2)=[CH:9][C:8]=1[O:10][CH3:11]. The yield is 0.960. (5) The reactants are [Cl:1][C:2]1[CH:3]=[C:4]2[C:10](I)=[CH:9][N:8]([Si:12]([CH:19]([CH3:21])[CH3:20])([CH:16]([CH3:18])[CH3:17])[CH:13]([CH3:15])[CH3:14])[C:5]2=[N:6][CH:7]=1.C([Mg]Cl)(C)C.[Cl:27][C:28]1[CH:29]=[C:30]([CH:41]=[CH:42][CH:43]=1)[CH2:31][NH:32][C:33]1[CH:34]=[C:35]([CH:39]=[O:40])[N:36]([CH3:38])[N:37]=1. The catalyst is O1CCCC1. The product is [Cl:27][C:28]1[CH:29]=[C:30]([CH:41]=[CH:42][CH:43]=1)[CH2:31][NH:32][C:33]1[CH:34]=[C:35]([CH:39]([C:10]2[C:4]3[C:5](=[N:6][CH:7]=[C:2]([Cl:1])[CH:3]=3)[N:8]([Si:12]([CH:19]([CH3:21])[CH3:20])([CH:16]([CH3:18])[CH3:17])[CH:13]([CH3:15])[CH3:14])[CH:9]=2)[OH:40])[N:36]([CH3:38])[N:37]=1. The yield is 0.300. (6) The reactants are [F:1][C:2]1[CH:3]=[C:4]([NH2:9])[C:5]([NH2:8])=[CH:6][CH:7]=1.CCN(CC)CC.Br[CH2:18][C:19](OCC)=[O:20]. The catalyst is CN(C=O)C. The product is [F:1][C:2]1[CH:3]=[C:4]2[C:5]([NH:8][CH2:18][C:19](=[O:20])[NH:9]2)=[CH:6][CH:7]=1. The yield is 0.830. (7) The reactants are [NH2:1][C@@H:2]1[CH2:7][CH2:6][C@H:5]([N:8]2[CH2:12][CH2:11][C@H:10]([CH2:13][C:14]3([C:19]4[CH:24]=[CH:23][CH:22]=[C:21]([C:25]([F:28])([F:27])[F:26])[CH:20]=4)[O:18][CH2:17][CH2:16][O:15]3)[C:9]2=[O:29])[C@H:4]([CH2:30][S:31]([C:34]2[CH:39]=[CH:38][CH:37]=[CH:36][CH:35]=2)(=[O:33])=[O:32])[CH2:3]1.[C:40](O)(=O)[CH3:41].[C:44](O[BH-](OC(=O)C)OC(=O)C)(=O)C.[Na+]. The catalyst is ClC(Cl)C.CCOC(C)=O.CC(C)=O. The product is [CH:40]([NH:1][C@@H:2]1[CH2:7][CH2:6][C@H:5]([N:8]2[CH2:12][CH2:11][C@H:10]([CH2:13][C:14]3([C:19]4[CH:24]=[CH:23][CH:22]=[C:21]([C:25]([F:26])([F:27])[F:28])[CH:20]=4)[O:15][CH2:16][CH2:17][O:18]3)[C:9]2=[O:29])[C@H:4]([CH2:30][S:31]([C:34]2[CH:35]=[CH:36][CH:37]=[CH:38][CH:39]=2)(=[O:32])=[O:33])[CH2:3]1)([CH3:41])[CH3:44]. The yield is 0.580. (8) The reactants are [NH2:1][C:2]1[N:6]([C:7]2[CH:8]=[C:9]([CH:16]=[CH:17][C:18]=2[CH3:19])[C:10]([NH:12][CH:13]2[CH2:15][CH2:14]2)=[O:11])[N:5]=[CH:4][C:3]=1[C:20](=[O:28])[C:21]1[CH:26]=[CH:25][CH:24]=[C:23](I)[CH:22]=1.C([Sn](CCCC)(CCCC)[C:34]1[CH:39]=[N:38][CH:37]=[CH:36][N:35]=1)CCC. The catalyst is CN(C=O)C.[Pd].C1(P(C2C=CC=CC=2)C2C=CC=CC=2)C=CC=CC=1.C1(P(C2C=CC=CC=2)C2C=CC=CC=2)C=CC=CC=1.C1(P(C2C=CC=CC=2)C2C=CC=CC=2)C=CC=CC=1.C1(P(C2C=CC=CC=2)C2C=CC=CC=2)C=CC=CC=1. The product is [NH2:1][C:2]1[N:6]([C:7]2[CH:8]=[C:9]([CH:16]=[CH:17][C:18]=2[CH3:19])[C:10]([NH:12][CH:13]2[CH2:15][CH2:14]2)=[O:11])[N:5]=[CH:4][C:3]=1[C:20](=[O:28])[C:21]1[CH:26]=[CH:25][CH:24]=[C:23]([C:34]2[CH:39]=[N:38][CH:37]=[CH:36][N:35]=2)[CH:22]=1. The yield is 0.0500. (9) The reactants are [S:1]1[CH:5]=[CH:4][CH:3]=[C:2]1[C:6]([N:8]1[CH2:13][CH2:12][O:11][CH2:10][CH2:9]1)=[O:7].[Cl:14][S:15](O)(=[O:17])=[O:16]. The catalyst is CCCCCC. The product is [N:8]1([C:6]([C:2]2[S:1][CH:5]=[C:4]([S:15]([Cl:14])(=[O:17])=[O:16])[CH:3]=2)=[O:7])[CH2:9][CH2:10][O:11][CH2:12][CH2:13]1. The yield is 0.133. (10) The reactants are Cl.[CH3:2][NH:3][CH3:4].C[Al](C)C.[O:9]([C:16]1[CH:17]=[C:18]([N:22]([CH2:30][C:31]2[CH:32]=[C:33]([CH:38]=[CH:39][CH:40]=2)[C:34](OC)=[O:35])[CH2:23][CH:24]([OH:29])[C:25]([F:28])([F:27])[F:26])[CH:19]=[CH:20][CH:21]=1)[C:10]1[CH:15]=[CH:14][CH:13]=[CH:12][CH:11]=1.CN([Al]CCl)C. The catalyst is C1(C)C=CC=CC=1.C(OCC)(=O)C. The product is [CH3:2][N:3]([CH3:4])[C:34](=[O:35])[C:33]1[CH:38]=[CH:39][CH:40]=[C:31]([CH2:30][N:22]([C:18]2[CH:19]=[CH:20][CH:21]=[C:16]([O:9][C:10]3[CH:15]=[CH:14][CH:13]=[CH:12][CH:11]=3)[CH:17]=2)[CH2:23][CH:24]([OH:29])[C:25]([F:28])([F:27])[F:26])[CH:32]=1. The yield is 0.910.